From a dataset of Full USPTO retrosynthesis dataset with 1.9M reactions from patents (1976-2016). Predict the reactants needed to synthesize the given product. Given the product [C:13]([C:12]1[CH:15]=[C:8]([C:5]2[N:4]=[CH:3][C:2]([C:27]3[C:22]([CH2:20][CH3:21])=[C:23]([O:37][CH2:38][CH2:39][CH2:40][C:41]([O:43][CH2:44][CH3:45])=[O:42])[CH:24]=[CH:25][CH:26]=3)=[CH:7][N:6]=2)[CH:9]=[CH:10][C:11]=1[O:16][CH:17]([CH3:19])[CH3:18])#[N:14], predict the reactants needed to synthesize it. The reactants are: Br[C:2]1[CH:3]=[N:4][C:5]([C:8]2[CH:9]=[CH:10][C:11]([O:16][CH:17]([CH3:19])[CH3:18])=[C:12]([CH:15]=2)[C:13]#[N:14])=[N:6][CH:7]=1.[CH2:20]([C:22]1[C:27](B2OC(C)(C)C(C)(C)O2)=[CH:26][CH:25]=[CH:24][C:23]=1[O:37][CH2:38][CH2:39][CH2:40][C:41]([O:43][CH2:44][CH3:45])=[O:42])[CH3:21].P([O-])([O-])([O-])=O.[K+].[K+].[K+].